Dataset: Forward reaction prediction with 1.9M reactions from USPTO patents (1976-2016). Task: Predict the product of the given reaction. (1) Given the reactants [C:1]([C:3]1[CH:8]=[CH:7][C:6]([CH2:9][CH2:10][CH:11]([CH2:15][C:16]2[CH:21]=[C:20]([F:22])[C:19]([O:23][Si:24]([CH:31]([CH3:33])[CH3:32])([CH:28]([CH3:30])[CH3:29])[CH:25]([CH3:27])[CH3:26])=[C:18]([F:34])[CH:17]=2)[C:12](O)=[O:13])=[CH:5][CH:4]=1)#[N:2].[Cl-].[NH4+], predict the reaction product. The product is: [F:34][C:18]1[CH:17]=[C:16]([CH:21]=[C:20]([F:22])[C:19]=1[O:23][Si:24]([CH:25]([CH3:27])[CH3:26])([CH:28]([CH3:30])[CH3:29])[CH:31]([CH3:32])[CH3:33])[CH2:15][CH:11]([CH2:12][OH:13])[CH2:10][CH2:9][C:6]1[CH:5]=[CH:4][C:3]([C:1]#[N:2])=[CH:8][CH:7]=1. (2) Given the reactants Cl.Cl.[O:3]1[CH2:7][C@@H:6]([NH2:8])[C@@H:5]([NH2:9])[CH2:4]1.C(N(CC)CC)C.Br[CH2:18][C:19](OC1C=CC=CC=1)=[O:20].[C:28](O[C:28]([O:30][C:31]([CH3:34])([CH3:33])[CH3:32])=[O:29])([O:30][C:31]([CH3:34])([CH3:33])[CH3:32])=[O:29], predict the reaction product. The product is: [O:20]=[C:19]1[CH2:18][N:9]([C:28]([O:30][C:31]([CH3:34])([CH3:33])[CH3:32])=[O:29])[C@@H:5]2[CH2:4][O:3][CH2:7][C@@H:6]2[NH:8]1. (3) The product is: [CH:1]1(/[CH:7]=[C:12](\[CH2:13][CH2:14][CH2:15][CH2:16][CH3:17])/[C:10](=[O:9])[CH3:11])[CH2:2][CH2:3][CH2:4][CH2:5][CH2:6]1. Given the reactants [CH:1]1([CH:7]=O)[CH2:6][CH2:5][CH2:4][CH2:3][CH2:2]1.[O:9]=[C:10]([CH:12](P(=O)(OCC)OCC)[CH2:13][CH2:14][CH2:15][CH2:16][CH3:17])[CH3:11], predict the reaction product. (4) Given the reactants C[O:2][C:3]([C:5]1[CH:10]=[C:9]([Br:11])[C:8](=[O:12])[N:7]([CH2:13][CH:14]([CH2:17][CH3:18])[CH2:15][CH3:16])[C:6]=1[CH2:19][N:20]([CH2:31][C:32]([O:34][CH3:35])=[O:33])S(C1C=CC(C)=CC=1)(=O)=O)=O.C[O-].[Na+].Cl, predict the reaction product. The product is: [CH3:35][O:34][C:32]([C:31]1[C:3]([OH:2])=[C:5]2[C:6](=[CH:19][N:20]=1)[N:7]([CH2:13][CH:14]([CH2:17][CH3:18])[CH2:15][CH3:16])[C:8](=[O:12])[C:9]([Br:11])=[CH:10]2)=[O:33]. (5) Given the reactants [Br:1][C:2]1[CH:3]=[C:4]2[C:9](=[CH:10][C:11]=1OC)[N:8]=[CH:7][NH:6][C:5]2=[O:14].[CH:15]([N:18](C(C)C)CC)([CH3:17])[CH3:16].O=P(Cl)(Cl)Cl.[CH:29](N)(C)C, predict the reaction product. The product is: [Br:1][C:2]1[CH:3]=[C:4]2[C:9](=[CH:10][CH:11]=1)[N:8]=[CH:7][NH:6][C:5]2([NH:18][CH:15]([CH3:17])[CH3:16])[O:14][CH3:29]. (6) Given the reactants [CH3:1][C:2]1([C:7]2[S:11][C:10]([CH2:12][N:13]3[N:17]=[C:16]([NH2:18])[CH:15]=[N:14]3)=[CH:9][CH:8]=2)[O:6]CCO1.[CH3:19][C:20]1[O:21][C:22]([C:28]2[CH:33]=[CH:32][CH:31]=[CH:30][CH:29]=2)=[C:23]([C:25](O)=[O:26])[N:24]=1, predict the reaction product. The product is: [C:2]([C:7]1[S:11][C:10]([CH2:12][N:13]2[N:17]=[C:16]([NH:18][C:25]([C:23]3[N:24]=[C:20]([CH3:19])[O:21][C:22]=3[C:28]3[CH:29]=[CH:30][CH:31]=[CH:32][CH:33]=3)=[O:26])[CH:15]=[N:14]2)=[CH:9][CH:8]=1)(=[O:6])[CH3:1].